Dataset: Peptide-MHC class I binding affinity with 185,985 pairs from IEDB/IMGT. Task: Regression. Given a peptide amino acid sequence and an MHC pseudo amino acid sequence, predict their binding affinity value. This is MHC class I binding data. (1) The peptide sequence is SAPLNYPPF. The MHC is H-2-Db with pseudo-sequence H-2-Db. The binding affinity (normalized) is 0.920. (2) The peptide sequence is VMMSAPPAEY. The MHC is Patr-B0101 with pseudo-sequence Patr-B0101. The binding affinity (normalized) is 0. (3) The peptide sequence is DTSNTGRAEL. The MHC is HLA-A30:02 with pseudo-sequence HLA-A30:02. The binding affinity (normalized) is 0.179.